Dataset: Reaction yield outcomes from USPTO patents with 853,638 reactions. Task: Predict the reaction yield, written as a fraction of the theoretical maximum amount of product (1.0 means a 100% yield; for example, 0.34 means a 34% yield). (1) The reactants are Cl[S:2]([N:5]=C=O)(=[O:4])=[O:3].C(O)(C)(C)C.C(N(CC)CC)C.Cl.[F:21][C:22]1[CH:27]=[CH:26][C:25](/[CH:28]=[CH:29]/[C:30]2[CH:35]=[CH:34][C:33]([S:36]([C:39]3[CH:40]=[C:41]([NH2:45])[CH:42]=[CH:43][CH:44]=3)(=[O:38])=[O:37])=[CH:32][CH:31]=2)=[CH:24][CH:23]=1. The catalyst is ClCCl. The product is [F:21][C:22]1[CH:23]=[CH:24][C:25](/[CH:28]=[CH:29]/[C:30]2[CH:31]=[CH:32][C:33]([S:36]([C:39]3[CH:40]=[C:41]([NH:45][S:2]([NH2:5])(=[O:4])=[O:3])[CH:42]=[CH:43][CH:44]=3)(=[O:38])=[O:37])=[CH:34][CH:35]=2)=[CH:26][CH:27]=1. The yield is 0.360. (2) The reactants are [NH2:1][C:2]1[CH:7]=[CH:6][CH:5]=[CH:4][CH:3]=1.Cl[CH2:9][CH2:10][CH2:11][CH2:12][CH2:13][CH2:14][OH:15]. The catalyst is C(O)CCC. The product is [OH:15][CH2:14][CH2:13][CH2:12][CH2:11][CH2:10][CH2:9][N:1]([CH2:9][CH2:10][CH2:11][CH2:12][CH2:13][CH2:14][OH:15])[C:2]1[CH:7]=[CH:6][CH:5]=[CH:4][CH:3]=1. The yield is 0.700. (3) The reactants are [CH:1]#[C:2][CH3:3].[Cl:4][C:5]1[CH:10]=[CH:9][C:8]([C@@H:11]2[N:17]([C@@H:18]([C:20]3[CH:25]=[CH:24][C:23]([Cl:26])=[CH:22][CH:21]=3)[CH3:19])[C:16](=[O:27])[C:15]3[CH:28]=[C:29](I)[CH:30]=[CH:31][C:14]=3[NH:13][C:12]2=[O:33])=[CH:7][CH:6]=1.C(N(CC)CC)C. The catalyst is [Cu](I)I.Cl[Pd](Cl)([P](C1C=CC=CC=1)(C1C=CC=CC=1)C1C=CC=CC=1)[P](C1C=CC=CC=1)(C1C=CC=CC=1)C1C=CC=CC=1.C(#N)C. The product is [Cl:4][C:5]1[CH:10]=[CH:9][C:8]([C@@H:11]2[N:17]([C@@H:18]([C:20]3[CH:25]=[CH:24][C:23]([Cl:26])=[CH:22][CH:21]=3)[CH3:19])[C:16](=[O:27])[C:15]3[CH:28]=[C:29]([C:1]#[C:2][CH3:3])[CH:30]=[CH:31][C:14]=3[NH:13][C:12]2=[O:33])=[CH:7][CH:6]=1. The yield is 0.890. (4) The reactants are [C-:1]#[N:2].[Na+].[Br:4][C:5]1[CH:10]=[CH:9][C:8]([CH2:11]Br)=[C:7]([F:13])[CH:6]=1. The yield is 0.880. The product is [Br:4][C:5]1[CH:10]=[CH:9][C:8]([CH2:11][C:1]#[N:2])=[C:7]([F:13])[CH:6]=1. The catalyst is CN(C=O)C. (5) The yield is 0.430. The catalyst is CO.O1CCCC1. The product is [CH2:7]([O:14][C:15]([NH:17][C@@H:18]([CH2:19][C:20]1[CH:21]=[CH:22][CH:23]=[CH:24][CH:25]=1)[C@H:26]([OH:28])[CH2:2][Cl:1])=[O:16])[C:8]1[CH:9]=[CH:10][CH:11]=[CH:12][CH:13]=1. The reactants are [Cl:1][CH2:2]C(CCl)=O.[CH2:7]([O:14][C:15]([NH:17][C@H:18]([C:26]([OH:28])=O)[CH2:19][C:20]1[CH:25]=[CH:24][CH:23]=[CH:22][CH:21]=1)=[O:16])[C:8]1[CH:13]=[CH:12][CH:11]=[CH:10][CH:9]=1.[BH4-].[Na+]. (6) The reactants are [C:1]1([CH3:7])[CH:6]=[CH:5][CH:4]=[CH:3][CH:2]=1.[CH:8](O)([CH3:10])[CH3:9]. The catalyst is O1CCOCC1. The product is [CH2:7]([C:1]1[CH:6]=[CH:5][CH:4]=[CH:3][CH:2]=1)[CH2:9][CH2:8][CH3:10]. The yield is 0.940. (7) The reactants are [CH3:1][O:2][C:3](=[O:21])[C:4]1[CH:9]=[C:8]([C:10](=[O:15])[CH2:11][CH2:12][O:13][CH3:14])[C:7]([C:16]([F:19])([F:18])[F:17])=[CH:6][C:5]=1[NH2:20].[C:22](Cl)(Cl)=[O:23]. The catalyst is C1(C)C=CC=CC=1. The product is [CH3:1][O:2][C:3](=[O:21])[C:4]1[CH:9]=[C:8]([C:10](=[O:15])[CH2:11][CH2:12][O:13][CH3:14])[C:7]([C:16]([F:17])([F:19])[F:18])=[CH:6][C:5]=1[N:20]=[C:22]=[O:23]. The yield is 1.00. (8) The reactants are [F:1][C:2]1[CH:3]=[C:4]([C:10]2[C:11]([C:17]3[CH:22]=[CH:21][C:20]([O:23][CH3:24])=[CH:19][CH:18]=3)=[CH:12][C:13](=[O:16])[NH:14][N:15]=2)[CH:5]=[CH:6][C:7]=1[O:8][CH3:9].[Cl:25][C:26]1[CH:35]=[CH:34][C:29]([CH:30]=[CH:31][CH2:32]Cl)=[CH:28][CH:27]=1. No catalyst specified. The product is [Cl:25][C:26]1[CH:35]=[CH:34][C:29]([CH:30]=[CH:31][CH2:32][N:14]2[C:13](=[O:16])[CH:12]=[C:11]([C:17]3[CH:18]=[CH:19][C:20]([O:23][CH3:24])=[CH:21][CH:22]=3)[C:10]([C:4]3[CH:5]=[CH:6][C:7]([O:8][CH3:9])=[C:2]([F:1])[CH:3]=3)=[N:15]2)=[CH:28][CH:27]=1. The yield is 0.725.